This data is from Peptide-MHC class II binding affinity with 134,281 pairs from IEDB. The task is: Regression. Given a peptide amino acid sequence and an MHC pseudo amino acid sequence, predict their binding affinity value. This is MHC class II binding data. (1) The peptide sequence is QQDLELSWNLNGLQAY. The MHC is HLA-DQA10101-DQB10501 with pseudo-sequence HLA-DQA10101-DQB10501. The binding affinity (normalized) is 0.546. (2) The MHC is HLA-DQA10401-DQB10402 with pseudo-sequence HLA-DQA10401-DQB10402. The peptide sequence is NNKYAASSYLSLTPE. The binding affinity (normalized) is 0.273. (3) The peptide sequence is KNPLKFDNTYFTELL. The MHC is DRB1_1501 with pseudo-sequence DRB1_1501. The binding affinity (normalized) is 0.449. (4) The peptide sequence is IPAGELQIIDKIDAA. The MHC is DRB1_1101 with pseudo-sequence DRB1_1101. The binding affinity (normalized) is 0.423.